This data is from Full USPTO retrosynthesis dataset with 1.9M reactions from patents (1976-2016). The task is: Predict the reactants needed to synthesize the given product. Given the product [NH2:16][C:17]1[C:22]([C:23]2[NH:1][C:2]3[CH:3]=[C:4]([N:9]4[CH2:14][CH2:13][O:12][CH2:11][C:10]4=[O:15])[CH:5]=[CH:6][C:7]=3[N:8]=2)=[CH:21][C:20]([I:25])=[CH:19][N:18]=1, predict the reactants needed to synthesize it. The reactants are: [NH2:1][C:2]1[CH:3]=[C:4]([N:9]2[CH2:14][CH2:13][O:12][CH2:11][C:10]2=[O:15])[CH:5]=[CH:6][C:7]=1[NH2:8].[NH2:16][C:17]1[C:22]([CH:23]=O)=[CH:21][C:20]([I:25])=[CH:19][N:18]=1.S([O-])(O)=O.[Na+].O.